Dataset: Full USPTO retrosynthesis dataset with 1.9M reactions from patents (1976-2016). Task: Predict the reactants needed to synthesize the given product. Given the product [CH2:14]([NH:15][S:4]([CH:3]=[CH2:2])(=[O:6])=[O:5])[C:8]1[CH:13]=[CH:12][CH:11]=[CH:10][CH:9]=1, predict the reactants needed to synthesize it. The reactants are: Cl[CH2:2][CH2:3][S:4](Cl)(=[O:6])=[O:5].[C:8]1([CH2:14][NH2:15])[CH:13]=[CH:12][CH:11]=[CH:10][CH:9]=1.C(N(CC)CC)C.